This data is from Full USPTO retrosynthesis dataset with 1.9M reactions from patents (1976-2016). The task is: Predict the reactants needed to synthesize the given product. (1) Given the product [NH2:10][CH2:11][C@H:12]1[CH2:13][N:14]([CH2:18][CH2:19][C:20]2[C:29]3[C:24](=[CH:25][CH:26]=[C:27]([O:30][CH3:31])[N:28]=3)[N:23]=[CH:22][CH:21]=2)[CH2:15][C@H:16]1[OH:17], predict the reactants needed to synthesize it. The reactants are: C1(COC(=O)[NH:10][CH2:11][C@@H:12]2[C@H:16]([OH:17])[CH2:15][N:14]([CH2:18][CH2:19][C:20]3[C:29]4[C:24](=[CH:25][CH:26]=[C:27]([O:30][CH3:31])[N:28]=4)[N:23]=[CH:22][CH:21]=3)[CH2:13]2)C=CC=CC=1. (2) Given the product [F:13][C:14]([C:22]12[CH2:31][CH:26]3[CH2:27][CH:28]([CH2:30][C:24]([C:32]([NH:2][NH:1][C:3]4[CH:12]=[CH:11][CH:10]=[C:9]5[C:4]=4[CH:5]=[CH:6][CH:7]=[N:8]5)=[O:33])([CH2:25]3)[CH2:23]1)[CH2:29]2)([F:21])[CH:15]([F:20])[C:16]([F:18])([F:17])[F:19], predict the reactants needed to synthesize it. The reactants are: [NH:1]([C:3]1[CH:12]=[CH:11][CH:10]=[C:9]2[C:4]=1[CH:5]=[CH:6][CH:7]=[N:8]2)[NH2:2].[F:13][C:14]([C:22]12[CH2:31][CH:26]3[CH2:27][CH:28]([CH2:30][C:24]([C:32](O)=[O:33])([CH2:25]3)[CH2:23]1)[CH2:29]2)([F:21])[CH:15]([F:20])[C:16]([F:19])([F:18])[F:17].